From a dataset of Forward reaction prediction with 1.9M reactions from USPTO patents (1976-2016). Predict the product of the given reaction. (1) Given the reactants [CH3:1][C:2]1[C:6]([C:7]([O:9][CH3:10])=[O:8])=[CH:5][NH:4][N:3]=1.[H-].[Na+].Cl[C:14]1[CH:19]=[CH:18][C:17]([C:20](F)(F)F)=CN=1.[Cl-].[NH4+].[CH3:26]N(C)C=O, predict the reaction product. The product is: [CH3:1][C:2]1[C:6]([C:7]([O:9][CH3:10])=[O:8])=[CH:5][N:4]([C:17]2[CH:18]=[CH:19][CH:14]=[CH:26][CH:20]=2)[N:3]=1. (2) Given the reactants [CH3:1][O:2][C:3]1[CH:4]=[C:5]2[C:10](=[CH:11][C:12]=1[O:13][CH3:14])[N:9]=[CH:8][CH:7]=[C:6]2[O:15][C:16]1[CH:22]=[CH:21][C:19]([NH2:20])=[CH:18][CH:17]=1.C(N(CC)CC)C.Cl[C:31](Cl)([O:33]C(=O)OC(Cl)(Cl)Cl)Cl.[CH3:42][O:43][C:44]1[CH:45]=[C:46]([C@H:50]([NH2:52])[CH3:51])[CH:47]=[CH:48][CH:49]=1, predict the reaction product. The product is: [CH3:1][O:2][C:3]1[CH:4]=[C:5]2[C:10](=[CH:11][C:12]=1[O:13][CH3:14])[N:9]=[CH:8][CH:7]=[C:6]2[O:15][C:16]1[CH:22]=[CH:21][C:19]([NH:20][C:31]([NH:52][C@@H:50]([C:46]2[CH:47]=[CH:48][CH:49]=[C:44]([O:43][CH3:42])[CH:45]=2)[CH3:51])=[O:33])=[CH:18][CH:17]=1. (3) Given the reactants [CH2:1]([CH:4]1[CH2:8][CH2:7][CH2:6][C:5]1=O)[CH:2]=[CH2:3].[C:10]([O-:13])(=O)[CH3:11].[NH4+:14].[C:15]([N+:19]#[C-])([CH3:18])([CH3:17])[CH3:16].FC(F)(F)[CH2:23][OH:24], predict the reaction product. The product is: [C:10]([NH:14][C@@:5]1([C:23]([NH:19][C:15]([CH3:18])([CH3:17])[CH3:16])=[O:24])[CH2:6][CH2:7][CH2:8][C@H:4]1[CH2:1][CH:2]=[CH2:3])(=[O:13])[CH3:11]. (4) The product is: [CH3:1][O:2][C:3]1[CH:9]=[C:8]([B:10]2[O:14][C:13]([CH3:16])([CH3:15])[C:12]([CH3:18])([CH3:17])[O:11]2)[CH:7]=[CH:6][C:4]=1[NH:5][C:29]([C:21]1[N:20]([CH3:19])[C:28]2[C:23]([CH:22]=1)=[CH:24][CH:25]=[CH:26][CH:27]=2)=[O:30]. Given the reactants [CH3:1][O:2][C:3]1[CH:9]=[C:8]([B:10]2[O:14][C:13]([CH3:16])([CH3:15])[C:12]([CH3:18])([CH3:17])[O:11]2)[CH:7]=[CH:6][C:4]=1[NH2:5].[CH3:19][N:20]1[C:28]2[C:23](=[CH:24][CH:25]=[CH:26][CH:27]=2)[CH:22]=[C:21]1[C:29](Cl)=[O:30], predict the reaction product. (5) The product is: [N:1]1[CH:6]=[CH:5][CH:4]=[CH:3][C:2]=1[C:7]1[N:11]=[C:10]([C:12]2[CH:13]=[N:14][CH:15]=[C:16]([C:21]3[CH:22]=[CH:23][S:19][CH:20]=3)[CH:17]=2)[O:9][N:8]=1. Given the reactants [N:1]1[CH:6]=[CH:5][CH:4]=[CH:3][C:2]=1[C:7]1[N:11]=[C:10]([C:12]2[CH:13]=[N:14][CH:15]=[C:16](Br)[CH:17]=2)[O:9][N:8]=1.[S:19]1[CH:23]=[CH:22][C:21](B(O)O)=[CH:20]1.C(=O)([O-])[O-].[Na+].[Na+], predict the reaction product. (6) Given the reactants N[C@@H]1C2C(=CC=CC=2)C[C@@H]1O.[F:12][C:13]1[CH:18]=[CH:17][C:16]([C:19]2[C:28]([CH:29](F)[C:30]3[CH:35]=[CH:34][C:33]([O:36][C:37]([F:40])([F:39])[F:38])=[CH:32][CH:31]=3)=[C:27]([CH:42]([CH3:44])[CH3:43])[CH:26]=[C:25]3[C:20]=2[C:21](=[O:47])[CH2:22][C:23]([CH3:46])([CH3:45])[O:24]3)=[CH:15][CH:14]=1.CO, predict the reaction product. The product is: [F:12][C:13]1[CH:14]=[CH:15][C:16]([C:19]2[C:28]([CH2:29][C:30]3[CH:35]=[CH:34][C:33]([O:36][C:37]([F:38])([F:39])[F:40])=[CH:32][CH:31]=3)=[C:27]([CH:42]([CH3:43])[CH3:44])[CH:26]=[C:25]3[C:20]=2[C@@H:21]([OH:47])[CH2:22][C:23]([CH3:45])([CH3:46])[O:24]3)=[CH:17][CH:18]=1.